Dataset: Full USPTO retrosynthesis dataset with 1.9M reactions from patents (1976-2016). Task: Predict the reactants needed to synthesize the given product. (1) Given the product [CH3:13][O:14][C:15](=[O:40])[C:16]1[CH:21]=[CH:20][C:19]([C:22]2[CH:26]([CH3:1])[C:25]([C:31]3[CH:32]=[C:33]([Cl:38])[CH:34]=[C:35]([Cl:37])[CH:36]=3)([C:27]([F:30])([F:28])[F:29])[O:24][N:23]=2)=[CH:18][C:17]=1[CH3:39], predict the reactants needed to synthesize it. The reactants are: [CH:1](NC(C)C)(C)C.C([Li])CCC.[CH3:13][O:14][C:15](=[O:40])[C:16]1[CH:21]=[CH:20][C:19]([C:22]2[CH2:26][C:25]([C:31]3[CH:36]=[C:35]([Cl:37])[CH:34]=[C:33]([Cl:38])[CH:32]=3)([C:27]([F:30])([F:29])[F:28])[O:24][N:23]=2)=[CH:18][C:17]=1[CH3:39].CI. (2) Given the product [S:21]([O:23][S:21]([OH:24])(=[O:23])=[O:22])([OH:22])(=[O:25])=[O:24].[NH2:1][CH:2]([CH:14]([CH3:17])[CH2:15][CH3:16])[C:3]([NH:5][CH2:6][CH2:7][N:8]1[CH2:13][CH2:12][O:11][CH2:10][CH2:9]1)=[O:4], predict the reactants needed to synthesize it. The reactants are: [NH2:1][CH:2]([CH:14]([CH3:17])[CH2:15][CH3:16])[C:3]([NH:5][CH2:6][CH2:7][N:8]1[CH2:13][CH2:12][O:11][CH2:10][CH2:9]1)=[O:4].C(O)C.[S:21](=[O:25])(=[O:24])([OH:23])[OH:22].